From a dataset of Full USPTO retrosynthesis dataset with 1.9M reactions from patents (1976-2016). Predict the reactants needed to synthesize the given product. (1) Given the product [C:5]([CH:10]1[CH2:15][CH2:14][CH:13]([C:10]2[CH:15]=[CH:14][CH:13]=[CH:12][CH:11]=2)[CH2:12][CH2:11]1)(=[O:8])[CH2:6][CH3:7], predict the reactants needed to synthesize it. The reactants are: [Al+3].[Cl-].[Cl-].[Cl-].[C:5](Cl)(=[O:8])[CH2:6][CH3:7].[CH:10]1[CH2:15][CH2:14][CH2:13][CH2:12][CH:11]=1. (2) Given the product [CH3:50][C:51]1[N:52]=[C:53]([NH:57][C:13](=[O:15])[CH2:12][CH:4]2[C:5](=[O:11])[O:6][C:7]([CH3:9])([CH3:10])[CH2:8][N:3]2[CH2:1][CH3:2])[S:54][C:55]=1[CH3:56], predict the reactants needed to synthesize it. The reactants are: [CH2:1]([N:3]1[CH2:8][C:7]([CH3:10])([CH3:9])[O:6][C:5](=[O:11])[CH:4]1[CH2:12][C:13]([OH:15])=O)[CH3:2].C(N(C(C)C)CC)(C)C.CN(C(ON1N=NC2C=CC=NC1=2)=[N+](C)C)C.F[P-](F)(F)(F)(F)F.Br.[CH3:50][C:51]1[N:52]=[C:53]([NH2:57])[S:54][C:55]=1[CH3:56].